From a dataset of Peptide-MHC class I binding affinity with 185,985 pairs from IEDB/IMGT. Regression. Given a peptide amino acid sequence and an MHC pseudo amino acid sequence, predict their binding affinity value. This is MHC class I binding data. (1) The peptide sequence is RRRPVTRPL. The MHC is HLA-B39:01 with pseudo-sequence HLA-B39:01. The binding affinity (normalized) is 0.0847. (2) The peptide sequence is LITLILSNK. The MHC is HLA-A11:01 with pseudo-sequence HLA-A11:01. The binding affinity (normalized) is 0.728. (3) The peptide sequence is SDYLELDTW. The MHC is Mamu-B01 with pseudo-sequence Mamu-B01. The binding affinity (normalized) is 0.999. (4) The peptide sequence is LARFPCNVI. The MHC is HLA-B39:01 with pseudo-sequence HLA-B39:01. The binding affinity (normalized) is 0.0847.